Task: Predict the reactants needed to synthesize the given product.. Dataset: Full USPTO retrosynthesis dataset with 1.9M reactions from patents (1976-2016) (1) Given the product [N:6]1[C:5]2[CH:7]=[CH:8][CH:9]=[CH:10][C:4]=2[NH:3][C:2]=1[NH:24][CH:11]([C:12]1[CH:17]=[CH:16][CH:15]=[CH:14][CH:13]=1)[C:18]1[CH:23]=[CH:22][CH:21]=[CH:20][CH:19]=1, predict the reactants needed to synthesize it. The reactants are: Cl[C:2]1[NH:3][C:4]2[CH:10]=[CH:9][CH:8]=[CH:7][C:5]=2[N:6]=1.[CH:11]([NH2:24])([C:18]1[CH:23]=[CH:22][CH:21]=[CH:20][CH:19]=1)[C:12]1[CH:17]=[CH:16][CH:15]=[CH:14][CH:13]=1. (2) Given the product [La:6].[Ce:5].[Zr:4].[O-2:1].[Zr+4:4].[O-2:1].[O-2:1].[Ce+3:5].[O-2:1].[O-2:1].[Ce+3:5].[O-2:1].[La+3:6].[O-2:1].[O-2:1].[La+3:6], predict the reactants needed to synthesize it. The reactants are: [O:1](Cl)Cl.[Zr:4].[Ce:5].[La:6]. (3) Given the product [CH3:19][C:16]1([CH3:20])[CH2:17][O:18][B:13]([C:2]2[CH:3]=[C:4]([N:8]3[CH:12]=[N:11][CH:10]=[N:9]3)[CH:5]=[CH:6][CH:7]=2)[O:14][CH2:15]1, predict the reactants needed to synthesize it. The reactants are: Br[C:2]1[CH:3]=[C:4]([N:8]2[CH:12]=[N:11][CH:10]=[N:9]2)[CH:5]=[CH:6][CH:7]=1.[B:13]1([B:13]2[O:18][CH2:17][C:16]([CH3:20])([CH3:19])[CH2:15][O:14]2)[O:18][CH2:17][C:16]([CH3:20])([CH3:19])[CH2:15][O:14]1.C([O-])(=O)C.[K+]. (4) Given the product [F:31][C:32]1[CH:37]=[C:36]([F:38])[CH:35]=[CH:34][C:33]=1[N:27]1[C:25]2=[N:26][C:21]([CH2:19][CH3:20])=[N:22][C:23]([NH2:30])=[C:24]2[CH:29]=[N:28]1, predict the reactants needed to synthesize it. The reactants are: C(C1N=C2N(C3C=CC=CC=3)N=CC2=C(N)N=1)C.[CH2:19]([C:21]1[N:26]=[C:25]2[NH:27][N:28]=[CH:29][C:24]2=[C:23]([NH2:30])[N:22]=1)[CH3:20].[F:31][C:32]1[CH:37]=[C:36]([F:38])[CH:35]=[CH:34][C:33]=1I. (5) Given the product [O:2]=[C:3]1[CH2:8][CH2:7][N:6]([C:9]2[CH:14]=[CH:13][C:12]([N:15]3[CH2:19][C@H:18]([CH2:20][CH2:21][C:22]([NH2:24])=[O:23])[O:17][C:16]3=[O:25])=[CH:11][C:10]=2[F:26])[CH2:5][CH:4]1[F:27], predict the reactants needed to synthesize it. The reactants are: C[O:2][C:3]1(OC)[CH2:8][CH2:7][N:6]([C:9]2[CH:14]=[CH:13][C:12]([N:15]3[CH2:19][C@H:18]([CH2:20][CH2:21][C:22]([NH2:24])=[O:23])[O:17][C:16]3=[O:25])=[CH:11][C:10]=2[F:26])[CH2:5][CH:4]1[F:27].CSC.C(Cl)(=O)C.